This data is from Peptide-MHC class II binding affinity with 134,281 pairs from IEDB. The task is: Regression. Given a peptide amino acid sequence and an MHC pseudo amino acid sequence, predict their binding affinity value. This is MHC class II binding data. The peptide sequence is AAPGAGYTPATPAAP. The MHC is HLA-DPA10201-DPB11401 with pseudo-sequence HLA-DPA10201-DPB11401. The binding affinity (normalized) is 0.